Dataset: Forward reaction prediction with 1.9M reactions from USPTO patents (1976-2016). Task: Predict the product of the given reaction. (1) Given the reactants [C:1]([OH:14])(=[O:13])/[CH:2]=[CH:3]/[C:4]1[CH:12]=[CH:11][C:9]([OH:10])=[C:6]([O:7][CH3:8])[CH:5]=1.C1C[O:18][CH2:17][CH2:16]1.[H][H], predict the reaction product. The product is: [C:17]([O:10][C:9]1[CH:11]=[CH:12][C:4]([CH2:3][CH2:2][C:1]([OH:14])=[O:13])=[CH:5][C:6]=1[O:7][CH3:8])(=[O:18])[CH3:16]. (2) Given the reactants [C:1]([O:5][C@@H:6]([C:11]1[C:26]([CH3:27])=[CH:25][C:14]2[N:15]=[C:16]([C:18]3[CH:23]=[CH:22][N:21]=[C:20](Cl)[N:19]=3)[S:17][C:13]=2[C:12]=1[C:28]1[CH:33]=[CH:32][C:31]([Cl:34])=[CH:30][CH:29]=1)[C:7]([O:9][CH3:10])=[O:8])([CH3:4])([CH3:3])[CH3:2].[C:35]([N:39]1[CH2:44][CH2:43][NH:42][CH2:41][CH2:40]1)([CH3:38])([CH3:37])[CH3:36], predict the reaction product. The product is: [C:1]([O:5][C@@H:6]([C:11]1[C:26]([CH3:27])=[CH:25][C:14]2[N:15]=[C:16]([C:18]3[CH:23]=[CH:22][N:21]=[C:20]([N:42]4[CH2:43][CH2:44][N:39]([C:35]([CH3:38])([CH3:37])[CH3:36])[CH2:40][CH2:41]4)[N:19]=3)[S:17][C:13]=2[C:12]=1[C:28]1[CH:29]=[CH:30][C:31]([Cl:34])=[CH:32][CH:33]=1)[C:7]([O:9][CH3:10])=[O:8])([CH3:2])([CH3:4])[CH3:3]. (3) Given the reactants Cl.[F:2][C:3]([F:8])([F:7])[C@@H:4]([NH2:6])[CH3:5].[Br:9][C:10]1[CH:18]=[CH:17][C:13]([C:14](O)=[O:15])=[CH:12][C:11]=1[F:19].F[P-](F)(F)(F)(F)F.C[N+](C)=C(N(C)C)ON1C2N=CC=CC=2N=N1.C(N(CC)C(C)C)(C)C.C([O-])(O)=O.[Na+], predict the reaction product. The product is: [Br:9][C:10]1[CH:18]=[CH:17][C:13]([C:14]([NH:6][C@@H:4]([CH3:5])[C:3]([F:8])([F:7])[F:2])=[O:15])=[CH:12][C:11]=1[F:19]. (4) Given the reactants [CH3:1][O:2][C:3]1[CH:8]=[CH:7][CH:6]=[CH:5][C:4]=1[C:9]1[N:14]=[CH:13][N:12]=[C:11]([NH2:15])[CH:10]=1.[CH2:16]([O:23][C:24]([N:26]1[CH2:31][CH2:30][CH2:29][C@H:28]([C:32](Cl)=[O:33])[CH2:27]1)=[O:25])[C:17]1[CH:22]=[CH:21][CH:20]=[CH:19][CH:18]=1.C(OCC)(=O)C, predict the reaction product. The product is: [CH2:16]([O:23][C:24]([N:26]1[CH2:31][CH2:30][CH2:29][C@H:28]([C:32](=[O:33])[NH:15][C:11]2[CH:10]=[C:9]([C:4]3[CH:5]=[CH:6][CH:7]=[CH:8][C:3]=3[O:2][CH3:1])[N:14]=[CH:13][N:12]=2)[CH2:27]1)=[O:25])[C:17]1[CH:22]=[CH:21][CH:20]=[CH:19][CH:18]=1. (5) Given the reactants [I:1][C:2]1[CH:7]=[C:6]([C:8]([F:11])([F:10])[F:9])[CH:5]=[CH:4][C:3]=1[NH2:12].[C:20](O[C:20]([C:22]([F:25])([F:24])[F:23])=[O:21])([C:22]([F:25])([F:24])[F:23])=[O:21].N1C=[CH:30][CH:29]=[CH:28][CH:27]=1.C(Br)/C=C/C.C([O-])([O-])=O.[K+].[K+], predict the reaction product. The product is: [CH2:27]([N:12]([C:3]1[CH:4]=[CH:5][C:6]([C:8]([F:10])([F:11])[F:9])=[CH:7][C:2]=1[I:1])[C:20](=[O:21])[C:22]([F:23])([F:24])[F:25])[CH:28]=[CH:29][CH3:30].